From a dataset of Reaction yield outcomes from USPTO patents with 853,638 reactions. Predict the reaction yield, written as a fraction of the theoretical maximum amount of product (1.0 means a 100% yield; for example, 0.34 means a 34% yield). (1) The reactants are [NH2:1][C:2]1[CH:3]=[C:4]([C:15]([F:18])([F:17])[F:16])[C:5]2[N:6]([C:8]([Cl:14])=[C:9]([C:11]([OH:13])=O)[N:10]=2)[CH:7]=1.[NH:19]1[CH2:24][CH2:23][CH:22]([N:25]2[CH2:29][CH2:28][O:27][C:26]2=[O:30])[CH2:21][CH2:20]1.C(N(CC)C(C)C)(C)C.C1CN([P+](Br)(N2CCCC2)N2CCCC2)CC1.F[P-](F)(F)(F)(F)F. The catalyst is CN(C=O)C.CCOC(C)=O. The product is [NH2:1][C:2]1[CH:3]=[C:4]([C:15]([F:18])([F:17])[F:16])[C:5]2[N:6]([C:8]([Cl:14])=[C:9]([C:11]([N:19]3[CH2:20][CH2:21][CH:22]([N:25]4[CH2:29][CH2:28][O:27][C:26]4=[O:30])[CH2:23][CH2:24]3)=[O:13])[N:10]=2)[CH:7]=1. The yield is 0.230. (2) The reactants are [C:1]([O:4][CH:5]([C:36]1[CH:44]=[C:43]2[C:39]([CH:40]=[N:41][N:42]2[CH2:45][CH2:46][CH2:47][O:48][CH3:49])=[CH:38][CH:37]=1)[C@H:6]([CH:33]([CH3:35])[CH3:34])[CH2:7][C@H:8]1[C@H:12]([CH2:13][NH:14][C:15](=[O:23])[C:16]([CH3:22])([CH3:21])[CH2:17][CH2:18][CH2:19][CH3:20])[O:11]C(C)(C)[N:9]1C(OC(C)(C)C)=O)(=[O:3])[CH3:2].C(O)(C(F)(F)F)=O.C(Cl)Cl. No catalyst specified. The product is [C:1]([O:4][CH:5]([C:36]1[CH:44]=[C:43]2[C:39]([CH:40]=[N:41][N:42]2[CH2:45][CH2:46][CH2:47][O:48][CH3:49])=[CH:38][CH:37]=1)[C@H:6]([CH:33]([CH3:34])[CH3:35])[CH2:7][C@H:8]([NH2:9])[C@@H:12]([OH:11])[CH2:13][NH:14][C:15](=[O:23])[C:16]([CH3:22])([CH3:21])[CH2:17][CH2:18][CH2:19][CH3:20])(=[O:3])[CH3:2]. The yield is 0.520.